From a dataset of Catalyst prediction with 721,799 reactions and 888 catalyst types from USPTO. Predict which catalyst facilitates the given reaction. (1) Reactant: [CH3:1][N:2]([CH3:19])[C:3]1[N:7]([CH2:8][C:9]2[CH:14]=[CH:13][CH:12]=[CH:11][C:10]=2[F:15])[N:6]=[C:5]([C:16]([NH2:18])=O)[CH:4]=1.N1C=CC=CC=1.FC(F)(F)C(OC(=O)C(F)(F)F)=O. Product: [CH3:1][N:2]([CH3:19])[C:3]1[N:7]([CH2:8][C:9]2[CH:14]=[CH:13][CH:12]=[CH:11][C:10]=2[F:15])[N:6]=[C:5]([C:16]#[N:18])[CH:4]=1. The catalyst class is: 1. (2) Reactant: [CH2:1]([O:8][C@@H:9]1[C@@H:14]([O:15][CH2:16][C:17]2[CH:22]=[CH:21][CH:20]=[CH:19][CH:18]=2)[C@H:13]([O:23][CH2:24][C:25]2[CH:30]=[CH:29][CH:28]=[CH:27][CH:26]=2)[C@@H:12]([CH2:31][O:32][CH2:33][C:34]2[CH:39]=[CH:38][CH:37]=[CH:36][CH:35]=2)[O:11][C@H:10]1[C:40]1[C:48]2[C:43](=[C:44]([CH3:49])[CH:45]=[CH:46][CH:47]=2)[N:42]([CH2:50][C:51]2[CH:56]=[CH:55][C:54](/[CH:57]=[CH:58]/[CH2:59][C:60](O)=[O:61])=[CH:53][CH:52]=2)[CH:41]=1)[C:2]1[CH:7]=[CH:6][CH:5]=[CH:4][CH:3]=1.[NH2:63][C:64]([CH3:77])([CH3:76])[C:65]([N:67]1[CH2:72][CH2:71][N:70]([CH:73]([CH3:75])[CH3:74])[CH2:69][CH2:68]1)=[O:66].ON1C2C=CC=CC=2N=N1.Cl.C(N=C=NCCCN(C)C)C. Product: [CH2:1]([O:8][C@@H:9]1[C@@H:14]([O:15][CH2:16][C:17]2[CH:18]=[CH:19][CH:20]=[CH:21][CH:22]=2)[C@H:13]([O:23][CH2:24][C:25]2[CH:30]=[CH:29][CH:28]=[CH:27][CH:26]=2)[C@@H:12]([CH2:31][O:32][CH2:33][C:34]2[CH:39]=[CH:38][CH:37]=[CH:36][CH:35]=2)[O:11][C@H:10]1[C:40]1[C:48]2[C:43](=[C:44]([CH3:49])[CH:45]=[CH:46][CH:47]=2)[N:42]([CH2:50][C:51]2[CH:56]=[CH:55][C:54](/[CH:57]=[CH:58]/[CH2:59][C:60](=[O:61])[NH:63][C:64]([C:65]([N:67]3[CH2:72][CH2:71][N:70]([CH:73]([CH3:74])[CH3:75])[CH2:69][CH2:68]3)=[O:66])([CH3:76])[CH3:77])=[CH:53][CH:52]=2)[CH:41]=1)[C:2]1[CH:3]=[CH:4][CH:5]=[CH:6][CH:7]=1. The catalyst class is: 681.